Dataset: Reaction yield outcomes from USPTO patents with 853,638 reactions. Task: Predict the reaction yield, written as a fraction of the theoretical maximum amount of product (1.0 means a 100% yield; for example, 0.34 means a 34% yield). (1) The reactants are C([N:14]1[CH2:17][CH:16]([O:18][CH3:19])[CH2:15]1)(C1C=CC=CC=1)C1C=CC=CC=1.FC(F)(F)C(O)=O.C(N(CC)CC)C.[Cl:34][C:35]1[CH:40]=[CH:39][N:38]=[C:37]2[CH:41]=[C:42]([C:44](Cl)=[O:45])[S:43][C:36]=12. The catalyst is C(Cl)Cl.[Pd].CCO. The product is [Cl:34][C:35]1[CH:40]=[CH:39][N:38]=[C:37]2[CH:41]=[C:42]([C:44]([N:14]3[CH2:17][CH:16]([O:18][CH3:19])[CH2:15]3)=[O:45])[S:43][C:36]=12. The yield is 0.560. (2) The product is [C:3]([C:5]1[CH:10]=[CH:9][C:8]([O:11][C:20]2[CH:19]=[C:18]([CH:23]=[CH:22][N:21]=2)[C:17]([NH:16][CH2:15][C:14]2[CH:26]=[CH:27][C:28]([Cl:30])=[CH:29][C:13]=2[Cl:12])=[O:25])=[CH:7][CH:6]=1)#[N:4]. The yield is 0.0850. The reactants are [H-].[Na+].[C:3]([C:5]1[CH:10]=[CH:9][C:8]([OH:11])=[CH:7][CH:6]=1)#[N:4].[Cl:12][C:13]1[CH:29]=[C:28]([Cl:30])[CH:27]=[CH:26][C:14]=1[CH2:15][NH:16][C:17](=[O:25])[C:18]1[CH:23]=[CH:22][N:21]=[C:20](F)[CH:19]=1. The catalyst is CN(C)C(=O)C. (3) The reactants are [NH2:1][C@@H:2]([C:6]([OH:8])=[O:7])[C@H:3]([CH3:5])[OH:4].C([O-])(O)=O.[Na+].[CH:14]1([O:20][C:21](N2C=CC=CC2=O)=[O:22])[CH2:19][CH2:18][CH2:17][CH2:16][CH2:15]1. The yield is 0.970. The catalyst is O.C1COCC1. The product is [CH:14]1([O:20][C:21]([NH:1][C@H:2]([C@@H:3]([OH:4])[CH3:5])[C:6]([OH:8])=[O:7])=[O:22])[CH2:19][CH2:18][CH2:17][CH2:16][CH2:15]1. (4) The reactants are [F:1][C:2]1[CH:7]=[CH:6][CH:5]=[CH:4][C:3]=1[CH:8]([C:13]1[C:21]2[C:16](=[CH:17][C:18]([N:22]3[CH2:27][CH2:26][O:25][CH2:24][CH2:23]3)=[CH:19][CH:20]=2)[NH:15][CH:14]=1)[CH2:9][N+:10]([O-])=O.[H][H]. The catalyst is CO.[Ni]. The product is [F:1][C:2]1[CH:7]=[CH:6][CH:5]=[CH:4][C:3]=1[CH:8]([C:13]1[C:21]2[C:16](=[CH:17][C:18]([N:22]3[CH2:23][CH2:24][O:25][CH2:26][CH2:27]3)=[CH:19][CH:20]=2)[NH:15][CH:14]=1)[CH2:9][NH2:10]. The yield is 0.840. (5) The product is [C:1]1([C:7]#[C:8][CH2:9][O:10][SiH:12]([CH3:17])[CH3:11])[CH2:6][CH2:5][CH2:4][CH2:3][CH:2]=1. The reactants are [C:1]1([C:7]#[C:8][CH2:9][OH:10])[CH2:6][CH2:5][CH2:4][CH2:3][CH:2]=1.[CH3:11][SiH:12]([CH3:17])N[SiH](C)C. The yield is 0.772. No catalyst specified.